This data is from Catalyst prediction with 721,799 reactions and 888 catalyst types from USPTO. The task is: Predict which catalyst facilitates the given reaction. Reactant: [NH2:1][C:2]1[S:3][CH:4]=[C:5]([C:13]2[CH:18]=[CH:17][CH:16]=[CH:15][CH:14]=2)[C:6]=1[C:7]([O:9][CH2:10][CH2:11][CH3:12])=[O:8].[C:19](Cl)(=[O:26])[C:20]1[CH:25]=[CH:24][CH:23]=[CH:22][CH:21]=1.N1C=CC=CC=1. Product: [C:19]([NH:1][C:2]1[S:3][CH:4]=[C:5]([C:13]2[CH:18]=[CH:17][CH:16]=[CH:15][CH:14]=2)[C:6]=1[C:7]([O:9][CH2:10][CH2:11][CH3:12])=[O:8])(=[O:26])[C:20]1[CH:25]=[CH:24][CH:23]=[CH:22][CH:21]=1. The catalyst class is: 10.